Dataset: Reaction yield outcomes from USPTO patents with 853,638 reactions. Task: Predict the reaction yield, written as a fraction of the theoretical maximum amount of product (1.0 means a 100% yield; for example, 0.34 means a 34% yield). (1) The reactants are [Br:1][C:2]1[C:10](Br)=[CH:9][C:5]2[O:6][CH2:7][CH2:8][C:4]=2[CH:3]=1.FC1(F)OC2C=C(C)C(C3N=C[C:25]([NH:28][C:29](=O)[C:30]4[CH:35]=[CH:34]C=CC=4F)=[N:26]C=3)=CC=2O1.[O-]P([O-])([O-])=O.[K+].[K+].[K+].CC(=O)OCC. The catalyst is C(#N)C.O1CCOCC1.O. The product is [Br:1][C:2]1[C:10]([C:30]2[CH:35]=[CH:34][C:25]([NH2:26])=[N:28][CH:29]=2)=[CH:9][C:5]2[O:6][CH2:7][CH2:8][C:4]=2[CH:3]=1. The yield is 0.0950. (2) The reactants are C(O[CH:4](OCC)[CH2:5][N:6]([CH3:8])[CH3:7])C.Cl.[OH-].[K+].[Br:15][C:16]1[CH:17]=[C:18]([NH:23][C:24]2[C:25]3[CH:33]=[C:32]([NH:34][C:35](=[O:45])[CH2:36]P(=O)(OCC)OCC)[N:31]=[CH:30][C:26]=3[N:27]=[CH:28][N:29]=2)[CH:19]=[CH:20][C:21]=1[Br:22].[Li+].[Cl-]. The catalyst is O.C(Cl)Cl.CO.CC(N(C)C)=O.C1COCC1. The product is [Br:15][C:16]1[CH:17]=[C:18]([CH:19]=[CH:20][C:21]=1[Br:22])[NH:23][C:24]1[C:25]2[CH:33]=[C:32]([NH:34][C:35](=[O:45])/[CH:36]=[CH:4]/[CH2:5][N:6]([CH3:7])[CH3:8])[N:31]=[CH:30][C:26]=2[N:27]=[CH:28][N:29]=1. The yield is 0.980. (3) The reactants are [CH3:1][O:2][C:3](=[O:20])[C:4]1[CH:9]=[C:8]([NH:10][S:11]([CH3:14])(=[O:13])=[O:12])[N:7]=[C:6]([NH:15][C@H:16]([CH2:18][CH3:19])[CH3:17])[CH:5]=1.[C:21](=O)([O-])[O-].[K+].[K+].IC.O. The catalyst is CN(C=O)C. The product is [CH3:1][O:2][C:3](=[O:20])[C:4]1[CH:9]=[C:8]([N:10]([S:11]([CH3:14])(=[O:13])=[O:12])[CH3:21])[N:7]=[C:6]([NH:15][C@H:16]([CH2:18][CH3:19])[CH3:17])[CH:5]=1. The yield is 0.920. (4) The catalyst is C1COCC1.O. The yield is 0.440. The product is [O:27]=[C:28]1[NH:30][CH2:19][C@H:10]([C:9]([O:8][CH2:1][C:2]2[CH:3]=[CH:4][CH:5]=[CH:6][CH:7]=2)=[O:23])[N:11]1[C:12]([O:14][C:15]([CH3:16])([CH3:17])[CH3:18])=[O:13]. The reactants are [CH2:1]([O:8][C:9](=[O:23])[C@@H:10]([CH2:19]C(O)=O)[NH:11][C:12]([O:14][C:15]([CH3:18])([CH3:17])[CH3:16])=[O:13])[C:2]1[CH:7]=[CH:6][CH:5]=[CH:4][CH:3]=1.ClC([O:27][CH2:28]C)=O.[N-:30]=[N+]=[N-].[Na+].[Na+].[Cl-]. (5) The reactants are [NH2:1][C:2]([CH3:27])([CH3:26])[C@H:3]([NH:8][C:9](=[O:25])[C:10]1[CH:15]=[CH:14][C:13]([C:16]#[C:17][C:18]#[C:19][C:20]([OH:24])([CH3:23])[CH2:21][OH:22])=[CH:12][CH:11]=1)[C:4](OC)=[O:5].[NH2:28][OH:29].CC(O)=O. The catalyst is CC(O)C.O. The product is [NH2:1][C:2]([CH3:27])([CH3:26])[C@H:3]([NH:8][C:9](=[O:25])[C:10]1[CH:15]=[CH:14][C:13]([C:16]#[C:17][C:18]#[C:19][C:20]([OH:24])([CH3:23])[CH2:21][OH:22])=[CH:12][CH:11]=1)[C:4]([NH:28][OH:29])=[O:5]. The yield is 0.169. (6) The reactants are [Cu]C#N.[CH3:4][Mg]Br.[CH3:7][C:8]1[CH2:13][CH2:12][CH2:11][C:10](=[O:14])[CH:9]=1.P([O-])([O-])([O-])=O.[Cl-].[NH4+]. The catalyst is C(OCC)C. The product is [CH3:7][C:8]1([CH3:4])[CH2:13][CH2:12][CH2:11][C:10](=[O:14])[CH2:9]1. The yield is 0.940.